From a dataset of Reaction yield outcomes from USPTO patents with 853,638 reactions. Predict the reaction yield, written as a fraction of the theoretical maximum amount of product (1.0 means a 100% yield; for example, 0.34 means a 34% yield). (1) The reactants are [CH2:1]([O:8][N:9]1[C:15](=[O:16])[N:14]2[CH2:17][C@H:10]1[CH2:11][CH2:12][C@H:13]2[C:18]([OH:20])=[O:19])[C:2]1[CH:7]=[CH:6][CH:5]=[CH:4][CH:3]=1.CN1CCOCC1.ClC(OCC(C)C)=O.O[N:37]1[C:41](=[O:42])[CH2:40][CH2:39][C:38]1=[O:43]. The catalyst is ClCCl. The product is [CH2:1]([O:8][N:9]1[C:15](=[O:16])[N:14]2[CH2:17][C@H:10]1[CH2:11][CH2:12][C@H:13]2[C:18]([O:20][N:37]1[C:41](=[O:42])[CH2:40][CH2:39][C:38]1=[O:43])=[O:19])[C:2]1[CH:7]=[CH:6][CH:5]=[CH:4][CH:3]=1. The yield is 0.590. (2) The reactants are BrC1C=CC=CC=1N[N:9]=[C:10]([C:13]#[N:14])[C:11]#[N:12].[Br:15][C:16]1[CH:22]=[CH:21][CH:20]=[CH:19][C:17]=1[NH2:18].C(#N)CC#N.O.[NH2:29][NH2:30]. No catalyst specified. The product is [Br:15][C:16]1[CH:22]=[CH:21][CH:20]=[CH:19][C:17]=1[NH:18][N:9]=[C:10]1[C:11]([NH2:12])=[N:30][N:29]=[C:13]1[NH2:14]. The yield is 0.730. (3) The reactants are [Cl:1][CH2:2][C:3]1[C:8]([CH3:9])=[C:7]([O:10][CH3:11])[C:6]([CH3:12])=[CH:5][N:4]=1.O.[NH2:14][NH2:15]. The catalyst is CO. The product is [ClH:1].[CH3:11][O:10][C:7]1[C:6]([CH3:12])=[CH:5][N:4]=[C:3]([CH2:2][NH:14][NH2:15])[C:8]=1[CH3:9]. The yield is 0.680. (4) The reactants are [CH3:1][N:2]([CH3:12])[C:3]1[CH:11]=[CH:10][C:6]([CH2:7][CH2:8][OH:9])=[CH:5][CH:4]=1.[Cl:13][C:14]1[CH:19]=[N:18][CH:17]=[C:16](Cl)[N:15]=1. The catalyst is O1CCOCC1.ClCCl.CCOCC. The product is [Cl:13][C:14]1[CH:19]=[N:18][CH:17]=[C:16]([O:9][CH2:8][CH2:7][C:6]2[CH:10]=[CH:11][C:3]([N:2]([CH3:1])[CH3:12])=[CH:4][CH:5]=2)[N:15]=1. The yield is 0.800. (5) The reactants are C(N(CC)CC)C.[CH3:8][C:9]1[CH:14]=[CH:13][C:12]([S:15](Cl)(=[O:17])=[O:16])=[CH:11][CH:10]=1.[CH2:19]([O:26][N:27]1[C:36]2[C:31](=[CH:32][C:33]([Br:37])=[CH:34][N:35]=2)[C:30]([OH:38])=[C:29]([C:39]([NH:41][CH2:42][C:43]2[CH:48]=[CH:47][C:46]([F:49])=[CH:45][C:44]=2[F:50])=[O:40])[C:28]1=[O:51])[C:20]1[CH:25]=[CH:24][CH:23]=[CH:22][CH:21]=1. The catalyst is CC#N.C(Cl)Cl. The product is [CH3:8][C:9]1[CH:14]=[CH:13][C:12]([S:15]([O:38][C:30]2[C:31]3[C:36](=[N:35][CH:34]=[C:33]([Br:37])[CH:32]=3)[N:27]([O:26][CH2:19][C:20]3[CH:25]=[CH:24][CH:23]=[CH:22][CH:21]=3)[C:28](=[O:51])[C:29]=2[C:39](=[O:40])[NH:41][CH2:42][C:43]2[CH:48]=[CH:47][C:46]([F:49])=[CH:45][C:44]=2[F:50])(=[O:17])=[O:16])=[CH:11][CH:10]=1. The yield is 0.790. (6) The reactants are [C:1]12([C:11]3[CH:21]=[CH:20][C:14]([O:15][CH2:16][C:17](O)=[O:18])=[C:13]([F:22])[CH:12]=3)[CH2:10][CH:5]3[CH2:6][CH:7]([CH2:9][CH:3]([CH2:4]3)[CH2:2]1)[CH2:8]2.[CH3:23][N:24]1[CH2:29][CH2:28][NH:27][CH2:26][CH2:25]1. No catalyst specified. The product is [C:1]12([C:11]3[CH:21]=[CH:20][C:14]([O:15][CH2:16][C:17]([N:27]4[CH2:28][CH2:29][N:24]([CH3:23])[CH2:25][CH2:26]4)=[O:18])=[C:13]([F:22])[CH:12]=3)[CH2:8][CH:7]3[CH2:6][CH:5]([CH2:4][CH:3]([CH2:9]3)[CH2:2]1)[CH2:10]2. The yield is 0.913. (7) The reactants are Cl[C:2]1[C:7]([N+:8]([O-:10])=[O:9])=[CH:6][CH:5]=[C:4]([Cl:11])[C:3]=1[S:12]([N:15]1[CH2:20][CH2:19][S:18][CH2:17][CH2:16]1)(=[O:14])=[O:13].[H-].[Na+].[OH2:23]. No catalyst specified. The product is [Cl:11][C:4]1[C:3]([S:12]([N:15]2[CH2:20][CH2:19][S:18][CH2:17][CH2:16]2)(=[O:14])=[O:13])=[C:2]([OH:23])[C:7]([N+:8]([O-:10])=[O:9])=[CH:6][CH:5]=1. The yield is 0.330. (8) The reactants are C([Li])CCC.[Cl:6][C:7]1[CH:16]=[CH:15][C:10]2[S:11][CH:12]=[C:13]([CH3:14])[C:9]=2[CH:8]=1.Cl[C:18]([O:20][CH2:21][CH3:22])=[O:19].O. The catalyst is CCCCCC.C(OCC)C. The product is [Cl:6][C:7]1[CH:16]=[CH:15][C:10]2[S:11][C:12]([C:18]([O:20][CH2:21][CH3:22])=[O:19])=[C:13]([CH3:14])[C:9]=2[CH:8]=1. The yield is 0.670.